Regression. Given a peptide amino acid sequence and an MHC pseudo amino acid sequence, predict their binding affinity value. This is MHC class I binding data. From a dataset of Peptide-MHC class I binding affinity with 185,985 pairs from IEDB/IMGT. (1) The peptide sequence is SGPSNTYPEI. The MHC is Mamu-A11 with pseudo-sequence Mamu-A11. The binding affinity (normalized) is 0. (2) The peptide sequence is SGPSNTYPEI. The MHC is HLA-A30:01 with pseudo-sequence HLA-A30:01. The binding affinity (normalized) is 0.0426. (3) The peptide sequence is FPVRPQVPL. The MHC is HLA-B54:01 with pseudo-sequence HLA-B54:01. The binding affinity (normalized) is 0.552.